Dataset: Reaction yield outcomes from USPTO patents with 853,638 reactions. Task: Predict the reaction yield, written as a fraction of the theoretical maximum amount of product (1.0 means a 100% yield; for example, 0.34 means a 34% yield). (1) The reactants are [I:1]N1C(=O)CCC1=O.[CH2:9]([NH:11][C:12]([C:14]1[CH:18]=[C:17]([C:19]2[CH:24]=[C:23]([C:25]([CH3:28])([CH3:27])[CH3:26])[C:22]([O:29][CH2:30][C:31]3[CH:36]=[CH:35][CH:34]=[CH:33][CH:32]=3)=[CH:21][C:20]=2[O:37][CH2:38][C:39]2[CH:44]=[CH:43][CH:42]=[CH:41][CH:40]=2)[O:16][N:15]=1)=[O:13])[CH3:10]. The catalyst is C(#N)C.[N+]([O-])([O-])=O.[Ce].[NH4+]. The product is [CH2:9]([NH:11][C:12]([C:14]1[C:18]([I:1])=[C:17]([C:19]2[CH:24]=[C:23]([C:25]([CH3:28])([CH3:27])[CH3:26])[C:22]([O:29][CH2:30][C:31]3[CH:32]=[CH:33][CH:34]=[CH:35][CH:36]=3)=[CH:21][C:20]=2[O:37][CH2:38][C:39]2[CH:40]=[CH:41][CH:42]=[CH:43][CH:44]=2)[O:16][N:15]=1)=[O:13])[CH3:10]. The yield is 0.620. (2) The catalyst is C1COCC1.O. The product is [Br:1][C:2]1[CH:10]=[N:9][CH:8]=[CH:7][C:3]=1[CH2:4][OH:5]. The yield is 0.520. The reactants are [Br:1][C:2]1[CH:10]=[N:9][CH:8]=[CH:7][C:3]=1[C:4](O)=[O:5].ClC(OC)=O.[BH4-].[Na+]. (3) The reactants are [H-].[Na+].[C:3]([O:7][CH2:8][CH3:9])(=[O:6])[CH2:4][OH:5].[Br:10][C:11]1[CH:12]=[C:13]([N+:18]([O-:20])=[O:19])[C:14](Cl)=[N:15][CH:16]=1.C(=O)([O-])O.[Na+]. The catalyst is O1CCOCC1. The product is [CH2:8]([O:7][C:3](=[O:6])[CH2:4][O:5][C:14]1[C:13]([N+:18]([O-:20])=[O:19])=[CH:12][C:11]([Br:10])=[CH:16][N:15]=1)[CH3:9]. The yield is 0.490. (4) The reactants are [CH2:1]([C:5]1[N:6]([CH2:15][C:16]2[CH:21]=[CH:20][C:19]([C:22]3[C:23]([C:28]#[N:29])=[CH:24][CH:25]=[CH:26][CH:27]=3)=[CH:18][CH:17]=2)[C:7](=[O:14])[C:8]([CH:12]=C)=[C:9]([CH3:11])[N:10]=1)[CH2:2][CH2:3][CH3:4].I([O-])(=O)(=O)=[O:31].[Na+].C(#N)C.O. The catalyst is CC(C)=O.[Os](=O)(=O)(=O)=O. The product is [CH2:1]([C:5]1[N:6]([CH2:15][C:16]2[CH:17]=[CH:18][C:19]([C:22]3[C:23]([C:28]#[N:29])=[CH:24][CH:25]=[CH:26][CH:27]=3)=[CH:20][CH:21]=2)[C:7](=[O:14])[C:8]([CH:12]=[O:31])=[C:9]([CH3:11])[N:10]=1)[CH2:2][CH2:3][CH3:4]. The yield is 0.710. (5) The reactants are [F:1][C:2]1[CH:3]=[CH:4][C:5](I)=[C:6]([CH:10]=1)[C:7]([OH:9])=[O:8].[N:12]1[NH:13][N:14]=[CH:15][CH:16]=1.C([O-])([O-])=O.[Cs+].[Cs+].CN[C@@H]1CCCC[C@H]1NC. The catalyst is O.[Cu]I.CN(C=O)C. The product is [F:1][C:2]1[CH:3]=[CH:4][C:5]([N:13]2[N:14]=[CH:15][CH:16]=[N:12]2)=[C:6]([CH:10]=1)[C:7]([OH:9])=[O:8]. The yield is 0.710. (6) The reactants are [C:1]1([CH:8]=[CH:7][CH:6]=[C:4]([OH:5])[CH:3]=1)[OH:2].CC[Mg+].[Br-].[C:13](Cl)(=[O:17])[C:14](Cl)=[O:15].[CH2:19]([OH:21])[CH3:20]. The catalyst is C(OCC)C.C1(C)C=CC=CC=1. The product is [CH2:19]([O:21][C:13](=[O:17])[C:14]([C:6]1[CH:7]=[CH:8][C:1]([OH:2])=[CH:3][C:4]=1[OH:5])=[O:15])[CH3:20]. The yield is 0.620.